Dataset: Forward reaction prediction with 1.9M reactions from USPTO patents (1976-2016). Task: Predict the product of the given reaction. (1) Given the reactants Cl[C:2]1[C:11]2[C:6](=[CH:7][CH:8]=[C:9]([Cl:12])[CH:10]=2)[N:5]=[C:4]([C:13]2[CH:14]=[N:15][CH:16]=[CH:17][CH:18]=2)[N:3]=1.[NH2:19][C:20]1[CH:32]=[CH:31][CH:30]=[CH:29][C:21]=1[C:22]([NH:24][CH2:25][CH:26]1[CH2:28][CH2:27]1)=[O:23].CCN(CC)CC, predict the reaction product. The product is: [Cl:12][C:9]1[CH:10]=[C:11]2[C:6](=[CH:7][CH:8]=1)[N:5]=[C:4]([C:13]1[CH:14]=[N:15][CH:16]=[CH:17][CH:18]=1)[N:3]=[C:2]2[NH:19][C:20]1[CH:32]=[CH:31][CH:30]=[CH:29][C:21]=1[C:22]([NH:24][CH2:25][CH:26]1[CH2:28][CH2:27]1)=[O:23]. (2) Given the reactants [Br:1][C:2]1[CH:7]=[CH:6][C:5]([CH:8]([C:13]2[C:14]([CH3:27])=[N:15][N:16]([CH3:26])[C:17]=2[NH:18][C:19]([O:21][C:22]([CH3:25])([CH3:24])[CH3:23])=[O:20])CC(O)=O)=[C:4]([CH3:28])[CH:3]=1.BrC1C=[CH:36][C:33]([CH:34]=[O:35])=C(C)C=1.CN1C(N)=CC(C)=N1.ClC1N=[C:52]([O:54]C)N=C(OC)N=1.CN1CCOCC1.CN(N=O)C(N[N+]([O-])=O)=N.[OH-].[K+], predict the reaction product. The product is: [Br:1][C:2]1[CH:7]=[CH:6][C:5]([CH:8]([C:13]2[C:14]([CH3:27])=[N:15][N:16]([CH3:26])[C:17]=2[NH:18][C:19]([O:21][C:22]([CH3:24])([CH3:23])[CH3:25])=[O:20])[CH2:36][CH2:33][C:34]([O:54][CH3:52])=[O:35])=[C:4]([CH3:28])[CH:3]=1. (3) Given the reactants [CH3:1][C:2]1[CH:7]=[C:6]([N:8]2[CH2:12][CH2:11][CH:10]([N:13]3[CH2:17][CH2:16][CH2:15][CH:14]3[CH3:18])[CH2:9]2)[CH:5]=[CH:4][C:3]=1[NH2:19].[CH3:20][O:21][C:22]1[CH:23]=[C:24]2[C:28](=[CH:29][CH:30]=1)[NH:27][C:26]([C:31](O)=[O:32])=[CH:25]2, predict the reaction product. The product is: [CH3:1][C:2]1[CH:7]=[C:6]([N:8]2[CH2:12][CH2:11][CH:10]([N:13]3[CH2:17][CH2:16][CH2:15][CH:14]3[CH3:18])[CH2:9]2)[CH:5]=[CH:4][C:3]=1[NH:19][C:31]([C:26]1[NH:27][C:28]2[C:24]([CH:25]=1)=[CH:23][C:22]([O:21][CH3:20])=[CH:30][CH:29]=2)=[O:32]. (4) Given the reactants [F:1][CH2:2][C:3]([CH2:10][F:11])([CH3:9])[C:4](=O)[CH2:5][C:6]#[N:7].Cl.[C:13]1([NH:19][NH2:20])[CH:18]=[CH:17][CH:16]=[CH:15][CH:14]=1, predict the reaction product. The product is: [F:1][CH2:2][C:3]([C:4]1[CH:5]=[C:6]([NH2:7])[N:19]([C:13]2[CH:18]=[CH:17][CH:16]=[CH:15][CH:14]=2)[N:20]=1)([CH3:9])[CH2:10][F:11]. (5) Given the reactants [S:1]1[CH:5]=[CH:4][C:3]2[C:6](=O)[CH2:7][CH2:8][C:2]1=2.[N:10]([C:13]1[CH:18]=[CH:17][CH:16]=[C:15]([C:19]([F:22])([F:21])[F:20])[CH:14]=1)=[C:11]=S.C[Si](C)(C)[Si](C)(C)C.[Li].O.[NH2:33][NH2:34], predict the reaction product. The product is: [S:1]1[CH:5]=[CH:4][C:3]2[C:6]3[NH:33][N:34]=[C:11]([NH:10][C:13]4[CH:18]=[CH:17][CH:16]=[C:15]([C:19]([F:22])([F:21])[F:20])[CH:14]=4)[C:7]=3[CH2:8][C:2]1=2. (6) Given the reactants [CH:1]1([N:7]2[C:13]3[CH:14]=[CH:15][CH:16]=[CH:17][C:12]=3[N:11]([CH2:18][C:19](=[O:24])[C:20]([CH3:23])([CH3:22])[CH3:21])[C:10](=[O:25])[N:9]([CH2:26][C:27](O)=[O:28])[C:8]2=[O:30])[CH2:6][CH2:5][CH2:4][CH2:3][CH2:2]1.[CH3:31][C:32]1[S:33][CH:34]=[C:35]([C:37]2[CH:38]=[C:39]([NH2:43])[CH:40]=[CH:41][CH:42]=2)[N:36]=1, predict the reaction product. The product is: [CH:1]1([N:7]2[C:13]3[CH:14]=[CH:15][CH:16]=[CH:17][C:12]=3[N:11]([CH2:18][C:19](=[O:24])[C:20]([CH3:23])([CH3:21])[CH3:22])[C:10](=[O:25])[N:9]([CH2:26][C:27]([NH:43][C:39]3[CH:40]=[CH:41][CH:42]=[C:37]([C:35]4[N:36]=[C:32]([CH3:31])[S:33][CH:34]=4)[CH:38]=3)=[O:28])[C:8]2=[O:30])[CH2:2][CH2:3][CH2:4][CH2:5][CH2:6]1. (7) Given the reactants [C:1]([O:5][C:6]([C@H:8]1[CH2:12][CH2:11][CH2:10][N:9]1[C:13](=[O:16])[CH:14]=[CH2:15])=[O:7])([CH3:4])([CH3:3])[CH3:2].[CH2:17]([NH2:24])[C:18]1[CH:23]=[CH:22][CH:21]=[CH:20][CH:19]=1, predict the reaction product. The product is: [C:1]([O:5][C:6]([C@H:8]1[CH2:12][CH2:11][CH2:10][N:9]1[C:13](=[O:16])[CH2:14][CH2:15][N:24]([CH2:17][C:18]1[CH:23]=[CH:22][CH:21]=[CH:20][CH:19]=1)[CH2:15][CH2:14][C:13]([N:9]1[CH2:10][CH2:11][CH2:12][C@@H:8]1[C:6]([O:5][C:1]([CH3:2])([CH3:4])[CH3:3])=[O:7])=[O:16])=[O:7])([CH3:4])([CH3:3])[CH3:2].